The task is: Predict the reaction yield, written as a fraction of the theoretical maximum amount of product (1.0 means a 100% yield; for example, 0.34 means a 34% yield).. This data is from Reaction yield outcomes from USPTO patents with 853,638 reactions. The reactants are [CH3:1][C:2]1([CH3:10])[O:7][C:6](=[O:8])[CH:5]=[C:4]([CH3:9])[O:3]1.[Li+].C[Si]([N-][Si](C)(C)C)(C)C.[C:21]([O:24][CH2:25][C:26](Cl)=[O:27])(=[O:23])[CH3:22]. The catalyst is C1COCC1. The product is [C:21]([O:24][CH2:25][C:26](=[O:27])[CH2:9][C:4]1[O:3][C:2]([CH3:10])([CH3:1])[O:7][C:6](=[O:8])[CH:5]=1)(=[O:23])[CH3:22]. The yield is 0.380.